Predict the product of the given reaction. From a dataset of Forward reaction prediction with 1.9M reactions from USPTO patents (1976-2016). (1) Given the reactants C1COCC1.[N:6]([CH2:9][CH2:10][O:11][CH2:12][CH2:13][O:14][CH2:15][CH2:16][O:17][C:18]1[CH:23]=[C:22]([CH3:24])[CH:21]=[C:20]([CH3:25])[CH:19]=1)=[N+]=[N-].C1(P(C2C=CC=CC=2)C2C=CC=CC=2)C=CC=CC=1, predict the reaction product. The product is: [CH3:24][C:22]1[CH:23]=[C:18]([CH:19]=[C:20]([CH3:25])[CH:21]=1)[O:17][CH2:16][CH2:15][O:14][CH2:13][CH2:12][O:11][CH2:10][CH2:9][NH2:6]. (2) The product is: [CH3:16][O:17][C:6]1[CH:5]=[CH:4][CH:3]=[CH:2][C:1]=1[NH:7][C:8]([C:10]1([C:13]([OH:15])=[O:14])[CH2:11][CH2:12]1)=[O:9]. Given the reactants [C:1]1([NH:7][C:8]([C:10]2([C:13]([OH:15])=[O:14])[CH2:12][CH2:11]2)=[O:9])[CH:6]=[CH:5][CH:4]=[CH:3][CH:2]=1.[CH3:16][O:17]C1C=CC(N)=CC=1, predict the reaction product. (3) Given the reactants Cl[C:2]1[CH:3]=C(SC2C3C(=CC(C)=CC=3)NC=2CCC(N)=O)C=C(Cl)[CH:7]=1.[Cl:25][C:26]1[CH:31]=[CH:30][C:29]([S:32][C:33]2[C:41]3[C:36](=[CH:37][CH:38]=[C:39]([CH3:42])[CH:40]=3)[NH:35][C:34]=2[C:43]([OH:45])=[O:44])=[CH:28][CH:27]=1.C(Cl)(=O)C(Cl)=O.CC(O)C, predict the reaction product. The product is: [Cl:25][C:26]1[CH:27]=[CH:28][C:29]([S:32][C:33]2[C:41]3[C:36](=[CH:37][CH:38]=[C:39]([CH3:42])[CH:40]=3)[NH:35][C:34]=2[C:43]([O:45][CH:2]([CH3:3])[CH3:7])=[O:44])=[CH:30][CH:31]=1. (4) Given the reactants Cl[C:2]1[CH:7]=[C:6]([Cl:8])[N:5]=[C:4]([NH2:9])[N:3]=1.[C:10]([NH2:14])([CH3:13])([CH3:12])[CH3:11].CCN(C(C)C)C(C)C, predict the reaction product. The product is: [C:10]([NH:14][C:2]1[CH:7]=[C:6]([Cl:8])[N:5]=[C:4]([NH2:9])[N:3]=1)([CH3:13])([CH3:12])[CH3:11]. (5) Given the reactants N1C=CC=NC=1.[Cl:7][C:8]1[CH:9]=[C:10]([C:16]2[NH:17][C:18](=O)[C:19]3[CH2:24][CH2:23][CH2:22][C:20]=3[N:21]=2)[CH:11]=[CH:12][C:13]=1[O:14][CH3:15].P(Cl)(Cl)([Cl:28])=O, predict the reaction product. The product is: [Cl:28][C:18]1[C:19]2[CH2:24][CH2:23][CH2:22][C:20]=2[N:21]=[C:16]([C:10]2[CH:11]=[CH:12][C:13]([O:14][CH3:15])=[C:8]([Cl:7])[CH:9]=2)[N:17]=1. (6) The product is: [F:13][C:14]1[CH:47]=[CH:46][CH:45]=[C:44]([F:48])[C:15]=1[CH2:16][N:17]1[C:25](=[O:26])[N:24]([C:27]([O:29][C:30]([CH3:33])([CH3:32])[CH3:31])=[O:28])[C:23]2[C:18]1=[N:19][C:20]([N:34]1[C:35]3[CH:40]=[C:39]([C:41]#[N:42])[CH:38]=[CH:37][C:36]=3[N:43]=[CH:2]1)=[N:21][CH:22]=2. Given the reactants O.[C:2]1(C)C=CC(S(O)(=O)=O)=CC=1.[F:13][C:14]1[CH:47]=[CH:46][CH:45]=[C:44]([F:48])[C:15]=1[CH2:16][N:17]1[C:25](=[O:26])[N:24]([C:27]([O:29][C:30]([CH3:33])([CH3:32])[CH3:31])=[O:28])[C:23]2[C:18]1=[N:19][C:20]([NH:34][C:35]1[CH:40]=[C:39]([C:41]#[N:42])[CH:38]=[CH:37][C:36]=1[NH2:43])=[N:21][CH:22]=2.C(OC)(OC)OC, predict the reaction product. (7) Given the reactants [C:1]([N:8]1CCC(N)CC1)([O:3][C:4]([CH3:7])([CH3:6])[CH3:5])=[O:2].[CH3:15][S:16](Cl)(=[O:18])=[O:17].[N:20]1[CH:25]=[CH:24][CH:23]=[CH:22][CH:21]=1, predict the reaction product. The product is: [C:4]([O:3][C:1](=[O:2])[NH:8][CH:23]1[CH2:24][CH2:25][N:20]([S:16]([CH3:15])(=[O:18])=[O:17])[CH2:21][CH2:22]1)([CH3:7])([CH3:6])[CH3:5].